This data is from Retrosynthesis with 50K atom-mapped reactions and 10 reaction types from USPTO. The task is: Predict the reactants needed to synthesize the given product. (1) Given the product CN(C(=O)c1n[nH]c2c(=O)[nH]c3cc(Cl)ccc3c(=O)c12)c1ccccc1, predict the reactants needed to synthesize it. The reactants are: CNc1ccccc1.O=C(O)c1n[nH]c2c(=O)[nH]c3cc(Cl)ccc3c(=O)c12. (2) Given the product CC(C)(C)OC(=O)NCCCNC(=O)/C=C/c1nc(CSc2ccccc2Cl)ccc1OCCc1ccccc1, predict the reactants needed to synthesize it. The reactants are: CC(C)(C)OC(=O)NCCCNC(=O)/C=C/c1nc(CSc2c(Cl)cccc2Cl)ccc1OCCc1ccccc1. (3) The reactants are: NN.O=C(c1ccccc1)c1ccccc1. Given the product NN=C(c1ccccc1)c1ccccc1, predict the reactants needed to synthesize it.